Dataset: Peptide-MHC class II binding affinity with 134,281 pairs from IEDB. Task: Regression. Given a peptide amino acid sequence and an MHC pseudo amino acid sequence, predict their binding affinity value. This is MHC class II binding data. (1) The peptide sequence is PARLFKAFVLDSDNL. The MHC is DRB1_0701 with pseudo-sequence DRB1_0701. The binding affinity (normalized) is 0.758. (2) The peptide sequence is LKRMAVSGDDCVVRP. The MHC is DRB1_0301 with pseudo-sequence DRB1_0301. The binding affinity (normalized) is 0.533. (3) The peptide sequence is IIVGRGDSRLTYQWH. The MHC is HLA-DQA10501-DQB10303 with pseudo-sequence HLA-DQA10501-DQB10303. The binding affinity (normalized) is 0.388. (4) The peptide sequence is IKYTRPGDSLAEVEL. The MHC is DRB4_0101 with pseudo-sequence DRB4_0103. The binding affinity (normalized) is 0.294. (5) The peptide sequence is LPLRRLLGLVAAGLD. The MHC is HLA-DQA10101-DQB10501 with pseudo-sequence HLA-DQA10101-DQB10501. The binding affinity (normalized) is 0.282. (6) The binding affinity (normalized) is 0.314. The peptide sequence is EEQEQWKTANEAVQD. The MHC is HLA-DQA10201-DQB10303 with pseudo-sequence HLA-DQA10201-DQB10303.